Dataset: Reaction yield outcomes from USPTO patents with 853,638 reactions. Task: Predict the reaction yield, written as a fraction of the theoretical maximum amount of product (1.0 means a 100% yield; for example, 0.34 means a 34% yield). (1) The catalyst is C(Cl)Cl.O. The product is [F:20][C:17]1[CH:16]=[CH:15][C:14]([C:12]2[N:13]=[C:6]3[CH:5]=[N:10][CH:9]=[CH:8][N:7]3[CH:11]=2)=[CH:19][CH:18]=1. The yield is 0.930. The reactants are COC([C:5]1[C:6]2[N:7]([CH:11]=[C:12]([C:14]3[CH:19]=[CH:18][C:17]([F:20])=[CH:16][CH:15]=3)[N:13]=2)[CH:8]=[CH:9][N:10]=1)=O.Cl.C([O-])(O)=O.[Na+]. (2) The reactants are [CH3:1][O:2][C:3]1[CH:4]=[C:5]2[C:10](=[CH:11][C:12]=1[O:13][CH2:14][CH2:15][CH2:16]Cl)[N:9]=[CH:8][NH:7][C:6]2=[O:18].[NH:19]1[CH2:24][CH2:23][CH2:22][CH2:21][CH2:20]1.[OH-].[Na+]. No catalyst specified. The product is [CH3:1][O:2][C:3]1[CH:4]=[C:5]2[C:10](=[CH:11][C:12]=1[O:13][CH2:14][CH2:15][CH2:16][N:19]1[CH2:24][CH2:23][CH2:22][CH2:21][CH2:20]1)[N:9]=[CH:8][NH:7][C:6]2=[O:18]. The yield is 0.850. (3) The reactants are [OH:1][C:2]1[C:11]([CH3:12])=[C:10]([O:13][CH2:14][O:15][CH3:16])[CH:9]=[CH:8][C:3]=1[C:4]([O:6][CH3:7])=[O:5].C(=O)([O-])[O-].[K+].[K+].[Cl:23][C:24]1[CH:31]=[C:30]([Cl:32])[CH:29]=[CH:28][C:25]=1[CH2:26]Cl.O. The catalyst is CN(C)C=O.C(OCC)(=O)C. The product is [Cl:23][C:24]1[CH:31]=[C:30]([Cl:32])[CH:29]=[CH:28][C:25]=1[CH2:26][O:1][C:2]1[C:11]([CH3:12])=[C:10]([O:13][CH2:14][O:15][CH3:16])[CH:9]=[CH:8][C:3]=1[C:4]([O:6][CH3:7])=[O:5]. The yield is 0.900. (4) The reactants are [CH3:1][C:2]1[O:6][N:5]=[C:4]([C:7]2[CH:12]=[CH:11][CH:10]=[CH:9][CH:8]=2)[C:3]=1[CH2:13][O:14][C:15]1[CH:23]=[CH:22][C:18]([C:19]([OH:21])=O)=[CH:17][N:16]=1.[NH2:24][CH:25]1[CH2:29][CH2:28][CH2:27][CH:26]1[OH:30]. No catalyst specified. The product is [OH:30][CH:26]1[CH2:27][CH2:28][CH2:29][CH:25]1[NH:24][C:19](=[O:21])[C:18]1[CH:22]=[CH:23][C:15]([O:14][CH2:13][C:3]2[C:4]([C:7]3[CH:8]=[CH:9][CH:10]=[CH:11][CH:12]=3)=[N:5][O:6][C:2]=2[CH3:1])=[N:16][CH:17]=1. The yield is 0.310. (5) The reactants are Cl.Cl.[NH:3]1[CH2:6][CH:5]([C:7]2[C:8]([O:28][CH3:29])=[C:9]([CH:15]([N:17]3[C:21]4=[N:22][CH:23]=[N:24][C:25]([NH2:26])=[C:20]4[C:19]([CH3:27])=[N:18]3)[CH3:16])[CH:10]=[C:11]([Cl:14])[C:12]=2[CH3:13])[CH2:4]1.[Si]([O:37][CH2:38][CH:39]=O)(C(C)(C)C)(C)C.C(N(CC)CC)C.C(O[BH-](OC(=O)C)OC(=O)C)(=O)C.[Na+].[F-].C([N+](CCCC)(CCCC)CCCC)CCC.C1COCC1. The catalyst is C(Cl)Cl. The product is [NH2:26][C:25]1[N:24]=[CH:23][N:22]=[C:21]2[N:17]([CH:15]([C:9]3[C:8]([O:28][CH3:29])=[C:7]([CH:5]4[CH2:4][N:3]([CH2:39][CH2:38][OH:37])[CH2:6]4)[C:12]([CH3:13])=[C:11]([Cl:14])[CH:10]=3)[CH3:16])[N:18]=[C:19]([CH3:27])[C:20]=12. The yield is 0.400. (6) The reactants are [CH3:1][O:2][C:3]1[CH:4]=[C:5]2[C:10](=[CH:11][C:12]=1[O:13][CH3:14])[N:9]=[CH:8][CH:7]=[C:6]2[O:15][C:16]1[CH:22]=[CH:21][C:19]([NH2:20])=[C:18]([N+:23]([O-:25])=[O:24])[CH:17]=1.C(O)C.[CH3:29][C:30]1[CH:31]=[C:32]([C:36]([N:38]=[C:39]=[S:40])=[O:37])[CH:33]=[CH:34][CH:35]=1. The catalyst is C1(C)C=CC=CC=1. The product is [CH3:1][O:2][C:3]1[CH:4]=[C:5]2[C:10](=[CH:11][C:12]=1[O:13][CH3:14])[N:9]=[CH:8][CH:7]=[C:6]2[O:15][C:16]1[CH:22]=[CH:21][C:19]([NH:20][C:39]([NH:38][C:36](=[O:37])[C:32]2[CH:33]=[CH:34][CH:35]=[C:30]([CH3:29])[CH:31]=2)=[S:40])=[C:18]([N+:23]([O-:25])=[O:24])[CH:17]=1. The yield is 0.910.